Dataset: Full USPTO retrosynthesis dataset with 1.9M reactions from patents (1976-2016). Task: Predict the reactants needed to synthesize the given product. (1) The reactants are: [CH2:1]([O:3][C:4]1[C:8]([CH2:9][CH2:10][OH:11])=[CH:7][N:6]([C:12]2[CH:17]=[CH:16][C:15]([C:18]([F:21])([F:20])[F:19])=[CH:14][N:13]=2)[N:5]=1)[CH3:2].O[C:23]1[CH:28]=[CH:27][C:26]([CH2:29][CH2:30][C:31]([O:33]CC)=[O:32])=[C:25]([CH3:36])[CH:24]=1.C(P(CCCC)CCCC)CCC.N(C(N1CCCCC1)=O)=NC(N1CCCCC1)=O. Given the product [CH2:1]([O:3][C:4]1[C:8]([CH2:9][CH2:10][O:11][C:23]2[CH:28]=[CH:27][C:26]([CH2:29][CH2:30][C:31]([OH:33])=[O:32])=[C:25]([CH3:36])[CH:24]=2)=[CH:7][N:6]([C:12]2[CH:17]=[CH:16][C:15]([C:18]([F:20])([F:19])[F:21])=[CH:14][N:13]=2)[N:5]=1)[CH3:2], predict the reactants needed to synthesize it. (2) Given the product [F:15][CH2:14][CH2:13][CH2:12][CH2:11][C:9]1[CH:8]=[CH:7][N:6]=[C:5]([C:3]([OH:4])=[O:2])[CH:10]=1, predict the reactants needed to synthesize it. The reactants are: C[O:2][C:3]([C:5]1[CH:10]=[C:9]([CH2:11][CH2:12][CH2:13][CH2:14][F:15])[CH:8]=[CH:7][N:6]=1)=[O:4].O.[OH-].[Li+].